Dataset: Kinase inhibitor bioactivity data combining Ki, Kd, and IC50 measurements. Task: Regression. Given a target protein amino acid sequence and a drug SMILES string, predict the binding affinity score between them. We predict KIBA score (integrated kinase binding score). Dataset: kiba. The small molecule is Cc1ccc2nccc(NC(=O)Nc3cccc(C(F)(F)F)n3)c2c1. The target protein (Q13237) has sequence MGNGSVKPKHSKHPDGHSGNLTTDALRNKVTELERELRRKDAEIQEREYHLKELREQLSKQTVAIAELTEELQNKCIQLNKLQDVVHMQGGSPLQASPDKVPLEVHRKTSGLVSLHSRRGAKAGVSAEPTTRTYDLNKPPEFSFEKARVRKDSSEKKLITDALNKNQFLKRLDPQQIKDMVECMYGRNYQQGSYIIKQGEPGNHIFVLAEGRLEVFQGEKLLSSIPMWTTFGELAILYNCTRTASVKAITNVKTWALDREVFQNIMRRTAQARDEQYRNFLRSVSLLKNLPEDKLTKIIDCLEVEYYDKGDYIIREGEEGSTFFILAKGKVKVTQSTEGHDQPQLIKTLQKGEYFGEKALISDDVRSANIIAEENDVACLVIDRETFNQTVGTFEELQKYLEGYVANLNRDDEKRHAKRSMSNWKLSKALSLEMIQLKEKVARFSSSSPFQNLEIIATLGVGGFGRVELVKVKNENVAFAMKCIRKKHIVDTKQQEHVYS.... The KIBA score is 11.9.